This data is from Full USPTO retrosynthesis dataset with 1.9M reactions from patents (1976-2016). The task is: Predict the reactants needed to synthesize the given product. (1) Given the product [O:16]=[C:12]1[C:11](=[CH:27][C:26]2[NH:25][CH:24]=[C:23]3[C:18](=[O:17])[O:19][CH2:20][CH2:21][C:22]=23)[C:10]2[C:14](=[CH:15][C:7]([C:1]3[CH:2]=[CH:3][CH:4]=[CH:5][CH:6]=3)=[CH:8][CH:9]=2)[NH:13]1, predict the reactants needed to synthesize it. The reactants are: [C:1]1([C:7]2[CH:15]=[C:14]3[C:10]([CH2:11][C:12](=[O:16])[NH:13]3)=[CH:9][CH:8]=2)[CH:6]=[CH:5][CH:4]=[CH:3][CH:2]=1.[O:17]=[C:18]1[C:23]2=[CH:24][NH:25][C:26]([CH:27]=O)=[C:22]2[CH2:21][CH2:20][O:19]1. (2) Given the product [Cl:13][C:10]1[C:9]2[C:4](=[CH:5][C:6]([F:15])=[CH:7][C:8]=2[F:14])[N:3]=[C:2]([C:20]2[CH:21]=[CH:22][CH:23]=[CH:24][C:19]=2[S:17]([CH3:16])=[O:18])[C:11]=1[CH3:12], predict the reactants needed to synthesize it. The reactants are: Cl[C:2]1[C:11]([CH3:12])=[C:10]([Cl:13])[C:9]2[C:4](=[CH:5][C:6]([F:15])=[CH:7][C:8]=2[F:14])[N:3]=1.[CH3:16][S:17]([C:19]1[CH:24]=[CH:23][CH:22]=[CH:21][C:20]=1B(O)O)=[O:18]. (3) Given the product [NH2:1][C:2]1[N:3]=[C:4]([N:52]2[CH2:57][CH2:56][NH:55][CH2:54][CH2:53]2)[C:5]2[N:11]=[C:10]([Cl:12])[CH:9]=[CH:8][C:6]=2[N:7]=1, predict the reactants needed to synthesize it. The reactants are: [NH2:1][C:2]1[NH:3][C:4](=O)[C:5]2[N:11]=[C:10]([Cl:12])[CH:9]=[CH:8][C:6]=2[N:7]=1.N12CCCN=C1CCCCC2.F[P-](F)(F)(F)(F)F.N1(O[P+](N(C)C)(N(C)C)N(C)C)C2C=CC=CC=2N=N1.[NH:52]1[CH2:57][CH2:56][NH:55][CH2:54][CH2:53]1. (4) Given the product [CH3:1][CH:2]1[CH2:8][C:7]2[CH:9]=[C:10]3[O:15][CH2:14][O:13][C:11]3=[CH:12][C:6]=2[C:5]([C:16]2[CH:17]=[CH:18][C:19]([N+:22]([O-:24])=[O:23])=[CH:20][CH:21]=2)=[N:4][N:3]1[C:25]1[S:28][C:29]([CH3:30])=[N:27][N:26]=1, predict the reactants needed to synthesize it. The reactants are: [CH3:1][CH:2]1[CH2:8][C:7]2[CH:9]=[C:10]3[O:15][CH2:14][O:13][C:11]3=[CH:12][C:6]=2[C:5]([C:16]2[CH:21]=[CH:20][C:19]([N+:22]([O-:24])=[O:23])=[CH:18][CH:17]=2)=[N:4][N:3]1[C:25](=[S:28])[NH:26][NH2:27].[CH2:29](N(CC)CC)[CH3:30].C(Cl)(=O)C.C1(C)C=CC(S(O)(=O)=O)=CC=1. (5) Given the product [CH3:12][C:11]1[O:10][C:9]([C:13]([OH:15])=[O:14])=[CH:8][C:7]=1[CH2:6][O:5][C:4]1[CH:3]=[C:2]([C:25]2[CH:24]=[CH:23][CH:22]=[C:21]([C:20]([F:31])([F:30])[F:19])[CH:26]=2)[CH:18]=[CH:17][CH:16]=1, predict the reactants needed to synthesize it. The reactants are: I[C:2]1[CH:3]=[C:4]([CH:16]=[CH:17][CH:18]=1)[O:5][CH2:6][C:7]1[CH:8]=[C:9]([C:13]([OH:15])=[O:14])[O:10][C:11]=1[CH3:12].[F:19][C:20]([F:31])([F:30])[C:21]1[CH:22]=[C:23](B(O)O)[CH:24]=[CH:25][CH:26]=1.